Dataset: Peptide-MHC class I binding affinity with 185,985 pairs from IEDB/IMGT. Task: Regression. Given a peptide amino acid sequence and an MHC pseudo amino acid sequence, predict their binding affinity value. This is MHC class I binding data. (1) The peptide sequence is QLIPCMDVVL. The MHC is HLA-A02:06 with pseudo-sequence HLA-A02:06. The binding affinity (normalized) is 0.354. (2) The peptide sequence is YSFSRAYTL. The MHC is HLA-A68:23 with pseudo-sequence HLA-A68:23. The binding affinity (normalized) is 0.787. (3) The peptide sequence is EEIDWIKTD. The MHC is HLA-B58:01 with pseudo-sequence HLA-B58:01. The binding affinity (normalized) is 0.0847. (4) The peptide sequence is RAVEPGTVL. The MHC is HLA-C03:03 with pseudo-sequence HLA-C03:03. The binding affinity (normalized) is 1.00. (5) The peptide sequence is WSILRQRCW. The MHC is HLA-A11:01 with pseudo-sequence HLA-A11:01. The binding affinity (normalized) is 0.0847.